Dataset: NCI-60 drug combinations with 297,098 pairs across 59 cell lines. Task: Regression. Given two drug SMILES strings and cell line genomic features, predict the synergy score measuring deviation from expected non-interaction effect. (1) Drug 1: CCC(=C(C1=CC=CC=C1)C2=CC=C(C=C2)OCCN(C)C)C3=CC=CC=C3.C(C(=O)O)C(CC(=O)O)(C(=O)O)O. Drug 2: COCCOC1=C(C=C2C(=C1)C(=NC=N2)NC3=CC=CC(=C3)C#C)OCCOC.Cl. Cell line: PC-3. Synergy scores: CSS=11.9, Synergy_ZIP=-2.53, Synergy_Bliss=0.239, Synergy_Loewe=0.806, Synergy_HSA=-0.137. (2) Synergy scores: CSS=39.3, Synergy_ZIP=-2.69, Synergy_Bliss=-1.09, Synergy_Loewe=0.0383, Synergy_HSA=0.801. Cell line: SF-295. Drug 2: C1=CC(=CC=C1CCCC(=O)O)N(CCCl)CCCl. Drug 1: COC1=C(C=C2C(=C1)N=CN=C2NC3=CC(=C(C=C3)F)Cl)OCCCN4CCOCC4.